This data is from Experimentally validated miRNA-target interactions with 360,000+ pairs, plus equal number of negative samples. The task is: Binary Classification. Given a miRNA mature sequence and a target amino acid sequence, predict their likelihood of interaction. (1) The miRNA is mmu-miR-18a-5p with sequence UAAGGUGCAUCUAGUGCAGAUAG. The protein sequence of the target gene is MSRSKGPLSFKDVAVAFSQEEWQQLDPEERTTYRDVMLETYSNLVSVGYDVTKPNMIIKLEQGEEPWTVEGDRHAQRHLEISKVYDPREGIEEIGEKHLQCDDDPYCWRAEKGAAFDEAYTLETALISPSSGAHSCVSCGETLESVSELISSDGSYALEKPSMCFECGKAYGESLEDFNQDEGNSSQHDENILQKVTILEKPFAYECMEALDSESVFMARERAYMGEKPYDWGDSGPDFIQMSDFSTYPRSQMELKPFECTQCGKSFCKKSKFIIHQRAHTGEKPYACSVCGKSFSQKGT.... Result: 0 (no interaction). (2) The miRNA is hsa-miR-302f with sequence UAAUUGCUUCCAUGUUU. The protein sequence of the target gene is MPSLLLLFTAALLSSWAQLLTDANSWWSLALNPVQRPEMFIIGAQPVCSQLPGLSPGQRKLCQLYQEHMAYIGEGAKTGIKECQHQFRQRRWNCSTADNASVFGRVMQIGSRETAFTHAVSAAGVVNAISRACREGELSTCGCSRTARPKDLPRDWLWGGCGDNVEYGYRFAKEFVDAREREKNFAKGSEEQGRVLMNLQNNEAGRRAVYKMADVACKCHGVSGSCSLKTCWLQLAEFRKVGDRLKEKYDSAAAMRVTRKGRLELVNSRFTQPTPEDLVYVDPSPDYCLRNESTGSLGTQ.... Result: 0 (no interaction).